Dataset: NCI-60 drug combinations with 297,098 pairs across 59 cell lines. Task: Regression. Given two drug SMILES strings and cell line genomic features, predict the synergy score measuring deviation from expected non-interaction effect. (1) Drug 1: COC1=NC(=NC2=C1N=CN2C3C(C(C(O3)CO)O)O)N. Drug 2: CS(=O)(=O)CCNCC1=CC=C(O1)C2=CC3=C(C=C2)N=CN=C3NC4=CC(=C(C=C4)OCC5=CC(=CC=C5)F)Cl. Cell line: HCC-2998. Synergy scores: CSS=-0.580, Synergy_ZIP=3.20, Synergy_Bliss=5.97, Synergy_Loewe=1.49, Synergy_HSA=1.54. (2) Drug 1: C1CC(=O)NC(=O)C1N2C(=O)C3=CC=CC=C3C2=O. Drug 2: CN(C(=O)NC(C=O)C(C(C(CO)O)O)O)N=O. Cell line: HT29. Synergy scores: CSS=-20.2, Synergy_ZIP=-4.76, Synergy_Bliss=-36.0, Synergy_Loewe=-43.3, Synergy_HSA=-50.3. (3) Cell line: RXF 393. Synergy scores: CSS=5.31, Synergy_ZIP=-2.45, Synergy_Bliss=-1.72, Synergy_Loewe=-9.30, Synergy_HSA=-2.45. Drug 1: CN1CCC(CC1)COC2=C(C=C3C(=C2)N=CN=C3NC4=C(C=C(C=C4)Br)F)OC. Drug 2: C1=NC2=C(N=C(N=C2N1C3C(C(C(O3)CO)O)O)F)N. (4) Drug 1: C1=CC(=CC=C1C#N)C(C2=CC=C(C=C2)C#N)N3C=NC=N3. Drug 2: C1CC(=O)NC(=O)C1N2C(=O)C3=CC=CC=C3C2=O. Cell line: KM12. Synergy scores: CSS=-1.18, Synergy_ZIP=-1.39, Synergy_Bliss=-3.69, Synergy_Loewe=-4.30, Synergy_HSA=-3.64. (5) Drug 1: CCC1=CC2CC(C3=C(CN(C2)C1)C4=CC=CC=C4N3)(C5=C(C=C6C(=C5)C78CCN9C7C(C=CC9)(C(C(C8N6C)(C(=O)OC)O)OC(=O)C)CC)OC)C(=O)OC.C(C(C(=O)O)O)(C(=O)O)O. Drug 2: CCCCCOC(=O)NC1=NC(=O)N(C=C1F)C2C(C(C(O2)C)O)O. Cell line: NCIH23. Synergy scores: CSS=45.0, Synergy_ZIP=0.394, Synergy_Bliss=2.70, Synergy_Loewe=-21.8, Synergy_HSA=2.65.